Dataset: Forward reaction prediction with 1.9M reactions from USPTO patents (1976-2016). Task: Predict the product of the given reaction. (1) Given the reactants I[C:2]1[N:6]=[C:5]([C:7]2[CH:12]=[CH:11][C:10]([C:13]([F:16])([F:15])[F:14])=[CH:9][CH:8]=2)[N:4]([CH3:17])[C:3]=1[C:18]([N:20]1[CH2:25][CH2:24][CH:23]([N:26]2[CH2:30][CH2:29][CH2:28][CH2:27]2)[CH2:22][CH2:21]1)=[O:19].[CH3:31][O:32][C:33]1[N:38]=[CH:37][C:36](B(O)O)=[CH:35][N:34]=1, predict the reaction product. The product is: [CH3:31][O:32][C:33]1[N:38]=[CH:37][C:36]([C:2]2[N:6]=[C:5]([C:7]3[CH:12]=[CH:11][C:10]([C:13]([F:16])([F:15])[F:14])=[CH:9][CH:8]=3)[N:4]([CH3:17])[C:3]=2[C:18]([N:20]2[CH2:25][CH2:24][CH:23]([N:26]3[CH2:30][CH2:29][CH2:28][CH2:27]3)[CH2:22][CH2:21]2)=[O:19])=[CH:35][N:34]=1. (2) Given the reactants Cl[C:2]1[CH:9]=[CH:8][CH:7]=[C:6](Cl)[C:3]=1[CH:4]=[O:5].C(N[CH:15]([CH3:17])C)(C)C.P(C(C)(C)C)(C(C)(C)C)C(C)(C)C.[CH3:31][Si:32]([C:35]#[CH:36])([CH3:34])[CH3:33], predict the reaction product. The product is: [CH3:31][Si:32]([CH3:34])([CH3:33])[C:35]#[C:36][C:2]1[CH:9]=[CH:8][CH:7]=[C:6]([C:17]#[C:15][Si:32]([CH3:34])([CH3:33])[CH3:31])[C:3]=1[CH:4]=[O:5]. (3) The product is: [C:1]([C:4]1[CH:9]=[N:8][N:7]2[CH:10]=[C:11]([C:13]3[O:14][C:15]([S:18]([CH3:19])=[O:37])=[N:16][N:17]=3)[CH:12]=[C:6]2[C:5]=1[NH:20][C@@H:21]1[CH2:25][CH2:24][C@@:23]([NH:27][C:28](=[O:34])[O:29][C:30]([CH3:33])([CH3:32])[CH3:31])([CH3:26])[C:22]1([CH3:36])[CH3:35])(=[O:3])[NH2:2]. Given the reactants [C:1]([C:4]1[CH:9]=[N:8][N:7]2[CH:10]=[C:11]([C:13]3[O:14][C:15]([S:18][CH3:19])=[N:16][N:17]=3)[CH:12]=[C:6]2[C:5]=1[NH:20][C@@H:21]1[CH2:25][CH2:24][C@@:23]([NH:27][C:28](=[O:34])[O:29][C:30]([CH3:33])([CH3:32])[CH3:31])([CH3:26])[C:22]1([CH3:36])[CH3:35])(=[O:3])[NH2:2].[OH:37]OS([O-])=O.[K+], predict the reaction product. (4) Given the reactants [CH:1]([C:4]1[C:12]2[C:7](=[CH:8][CH:9]=[CH:10][CH:11]=2)[NH:6][N:5]=1)([CH3:3])[CH3:2].Br[CH2:14][C:15]1[C:24]2[C:19](=[C:20]([F:26])[C:21]([F:25])=[CH:22][CH:23]=2)[NH:18][C:17](=[O:27])[CH:16]=1, predict the reaction product. The product is: [F:25][C:21]1[C:20]([F:26])=[C:19]2[C:24]([C:15]([CH2:14][N:6]3[C:7]4[C:12](=[CH:11][CH:10]=[CH:9][CH:8]=4)[C:4]([CH:1]([CH3:3])[CH3:2])=[N:5]3)=[CH:16][C:17](=[O:27])[NH:18]2)=[CH:23][CH:22]=1. (5) The product is: [NH2:29][C:27]1[CH:26]=[C:25]([C:32]([C:35]2[S:39][C:38]([C:40]#[N:41])=[CH:37][CH:36]=2)([CH3:33])[CH3:34])[CH:24]=[C:23]([Cl:22])[CH:28]=1. Given the reactants BrC1C=C(C=C(C(C2C=CC=C(OC(F)F)C=2)(C)C)C=1)N.[Cl:22][C:23]1[CH:24]=[C:25]([C:32]([C:35]2[S:39][C:38]([C:40]#[N:41])=[CH:37][CH:36]=2)([CH3:34])[CH3:33])[CH:26]=[C:27]([N+:29]([O-])=O)[CH:28]=1, predict the reaction product. (6) The product is: [CH:14]1([NH:20][C:21]([C:23]2[C:24]([S:29][CH2:6][CH2:7][C:8]3[CH:13]=[CH:12][CH:11]=[CH:10][N:9]=3)=[N:25][CH:26]=[CH:27][CH:28]=2)=[O:22])[CH2:15][CH2:16][CH2:17][CH2:18][CH2:19]1. Given the reactants CS(O[CH2:6][CH2:7][C:8]1[CH:13]=[CH:12][CH:11]=[CH:10][N:9]=1)(=O)=O.[CH:14]1([NH:20][C:21]([C:23]2[C:24]([SH:29])=[N:25][CH:26]=[CH:27][CH:28]=2)=[O:22])[CH2:19][CH2:18][CH2:17][CH2:16][CH2:15]1.C(=O)([O-])[O-].[K+].[K+].C(#N)C, predict the reaction product. (7) Given the reactants Br[C:2]1[CH:3]=[C:4]2[C:10](I)=[N:9][N:8]([CH:12]3[CH2:17][CH2:16][CH2:15][CH2:14][O:13]3)[C:5]2=[CH:6][N:7]=1.[C:18]1(B2OC(C)(C)C(C)(C)O2)[CH2:22][CH2:21][CH2:20][CH:19]=1.[N:32]1[CH:37]=[CH:36][CH:35]=[C:34](B2OC(C)(C)C(C)(C)O2)[CH:33]=1, predict the reaction product. The product is: [C:18]1([C:10]2[C:4]3[C:5](=[CH:6][N:7]=[C:2]([C:34]4[CH:33]=[N:32][CH:37]=[CH:36][CH:35]=4)[CH:3]=3)[N:8]([CH:12]3[CH2:17][CH2:16][CH2:15][CH2:14][O:13]3)[N:9]=2)[CH2:22][CH2:21][CH2:20][CH:19]=1. (8) Given the reactants C([O:3][C:4]([CH:6]1[CH2:10][CH:9]([S:11]([C:14]2[CH:19]=[CH:18][CH:17]=[CH:16][C:15]=2[C:20]([F:23])([F:22])[F:21])(=[O:13])=[O:12])[CH2:8][N:7]1[C:24]1[CH:29]=[CH:28][CH:27]=[CH:26][C:25]=1[C:30]([CH3:33])([CH3:32])[CH3:31])=[O:5])C.[OH-].[Li+], predict the reaction product. The product is: [C:30]([C:25]1[CH:26]=[CH:27][CH:28]=[CH:29][C:24]=1[N:7]1[CH2:8][CH:9]([S:11]([C:14]2[CH:19]=[CH:18][CH:17]=[CH:16][C:15]=2[C:20]([F:22])([F:23])[F:21])(=[O:13])=[O:12])[CH2:10][CH:6]1[C:4]([OH:5])=[O:3])([CH3:33])([CH3:31])[CH3:32]. (9) Given the reactants N1C(N)=C2C(N=CN2)=NC=1.[OH:11][C:12]([CH2:14][CH2:15][CH2:16][CH2:17][C@H:18]1[C@@H:26]2[C@@H:21]([NH:22][C:23]([NH:25]2)=[O:24])[CH2:20][S:19]1)=[O:13].P(N)([O-])[O-].N1C=NN=N1.II.N, predict the reaction product. The product is: [OH:13][C:12]([CH2:14][CH2:15][CH2:16][CH2:17][C@H:18]1[C@@H:26]2[C@@H:21]([NH:22][C:23]([NH:25]2)=[O:24])[CH2:20][S:19]1)=[O:11]. (10) Given the reactants [CH3:1][O:2][CH2:3][N:4]1[C:9]2[CH:10]=[C:11](CCl)[CH:12]=[CH:13][C:8]=2[S:7][C:6]2[N:16]=[CH:17][CH:18]=[N:19][C:5]1=2.Cl.Cl.[NH2:22][CH2:23][CH2:24][C:25]1[N:26]=[CH:27][NH:28][CH:29]=1, predict the reaction product. The product is: [NH2:22][CH2:23][CH2:24][C:25]1[N:26]=[CH:27][N:28]([C:11]2[CH:12]=[CH:13][C:8]3[S:7][C:6]4[N:16]=[CH:17][CH:18]=[N:19][C:5]=4[N:4]([CH2:3][O:2][CH3:1])[C:9]=3[CH:10]=2)[CH:29]=1.